Dataset: Forward reaction prediction with 1.9M reactions from USPTO patents (1976-2016). Task: Predict the product of the given reaction. (1) Given the reactants [CH3:1][O:2][C:3]1[CH:17]=[CH:16][C:6]([CH2:7][N:8]2[CH:12]=[CH:11][C:10]([N+:13]([O-])=O)=[N:9]2)=[CH:5][CH:4]=1, predict the reaction product. The product is: [CH3:1][O:2][C:3]1[CH:4]=[CH:5][C:6]([CH2:7][N:8]2[CH:12]=[CH:11][C:10]([NH2:13])=[N:9]2)=[CH:16][CH:17]=1. (2) Given the reactants [H-].[Na+].[C:3]([O:7][C:8]([N:10]1[CH2:14][C@@H:13]([OH:15])[CH2:12][C@H:11]1[C:16]([OH:18])=[O:17])=[O:9])([CH3:6])([CH3:5])[CH3:4].Br[CH2:20][C:21]1[CH:30]=[CH:29][C:24]([C:25]([O:27][CH3:28])=[O:26])=[CH:23][CH:22]=1.Cl, predict the reaction product. The product is: [C:3]([O:7][C:8]([N:10]1[CH2:14][C@@H:13]([O:15][CH2:20][C:21]2[CH:22]=[CH:23][C:24]([C:25]([O:27][CH3:28])=[O:26])=[CH:29][CH:30]=2)[CH2:12][C@H:11]1[C:16]([OH:18])=[O:17])=[O:9])([CH3:6])([CH3:4])[CH3:5]. (3) Given the reactants [F:1][C:2]1[CH:10]=[C:9]([F:11])[CH:8]=[CH:7][C:3]=1[C:4](Cl)=[O:5].[O:12]1[CH:16]=[CH:15][C:14]([NH2:17])=[N:13]1.O, predict the reaction product. The product is: [F:1][C:2]1[CH:10]=[C:9]([F:11])[CH:8]=[CH:7][C:3]=1[C:4]([NH:17][C:14]1[CH:15]=[CH:16][O:12][N:13]=1)=[O:5]. (4) Given the reactants [NH2:1][C:2]1[CH:12]=[CH:11][C:5]([C:6]([O:8][CH2:9][CH3:10])=[O:7])=[CH:4][CH:3]=1.[CH3:13][S:14](Cl)(=[O:16])=[O:15], predict the reaction product. The product is: [CH3:13][S:14]([NH:1][C:2]1[CH:3]=[CH:4][C:5]([C:6]([O:8][CH2:9][CH3:10])=[O:7])=[CH:11][CH:12]=1)(=[O:16])=[O:15]. (5) The product is: [CH2:12]([C:14]1[CH:15]=[C:16]([CH:18]=[CH:19][CH:20]=1)[NH:17][CH2:10][C:3]1[C:4]([CH3:9])([CH3:8])[CH2:5][CH2:6][CH2:7][C:2]=1[CH3:1])[CH3:13]. Given the reactants [CH3:1][C:2]1[CH2:7][CH2:6][CH2:5][C:4]([CH3:9])([CH3:8])[C:3]=1[CH:10]=O.[CH2:12]([C:14]1[CH:15]=[C:16]([CH:18]=[CH:19][CH:20]=1)[NH2:17])[CH3:13].C(O)(=O)C.C([BH3-])#N.[Na+], predict the reaction product. (6) Given the reactants [C:1]([O:4][CH:5](Br)[CH3:6])(=[O:3])[CH3:2].C([O-])([O-])=O.[K+].[K+].[F:14][C:15]1[C:25]([NH:26][CH2:27][C:28]2[CH:33]=[C:32]([C:34]3[CH:39]=[CH:38][CH:37]=[C:36]([F:40])[CH:35]=3)[CH:31]=[CH:30][C:29]=2[F:41])=[C:24]([F:42])[CH:23]=[CH:22][C:16]=1[O:17][CH2:18][C:19]([OH:21])=[O:20], predict the reaction product. The product is: [F:14][C:15]1[C:25]([NH:26][CH2:27][C:28]2[CH:33]=[C:32]([C:34]3[CH:39]=[CH:38][CH:37]=[C:36]([F:40])[CH:35]=3)[CH:31]=[CH:30][C:29]=2[F:41])=[C:24]([F:42])[CH:23]=[CH:22][C:16]=1[O:17][CH2:18][C:19]([O:21][CH:5]([O:4][C:1](=[O:3])[CH3:2])[CH3:6])=[O:20]. (7) Given the reactants [CH3:1][C:2]([CH3:30])([CH3:29])[C:3]([O:5][C:6]1[CH:11]=[CH:10][C:9]([C:12]([O:14]CC2C=CC=CC=2)=[O:13])=[C:8]([O:22][C:23](=[O:28])[C:24]([CH3:27])([CH3:26])[CH3:25])[CH:7]=1)=[O:4], predict the reaction product. The product is: [C:23]([O:22][C:8]1[CH:7]=[C:6]([O:5][C:3](=[O:4])[C:2]([CH3:30])([CH3:29])[CH3:1])[CH:11]=[CH:10][C:9]=1[C:12]([OH:14])=[O:13])(=[O:28])[C:24]([CH3:27])([CH3:26])[CH3:25]. (8) The product is: [CH3:13][C:14]([CH3:25])([C:15]#[CH:1])[CH2:17][O:18][CH:19]1[CH2:24][CH2:23][CH2:22][CH2:21][O:20]1. Given the reactants [CH3:1]OP(C(=[N+]=[N-])C(=O)C)(=O)OC.[CH3:13][C:14]([CH3:25])([CH2:17][O:18][CH:19]1[CH2:24][CH2:23][CH2:22][CH2:21][O:20]1)[CH:15]=O.C([O-])([O-])=O.[K+].[K+], predict the reaction product.